From a dataset of Reaction yield outcomes from USPTO patents with 853,638 reactions. Predict the reaction yield, written as a fraction of the theoretical maximum amount of product (1.0 means a 100% yield; for example, 0.34 means a 34% yield). (1) The reactants are [F:1][C:2]1[CH:3]=[C:4]([CH:8]=[CH:9][CH:10]=1)[C:5]([OH:7])=[O:6].[N+:11]([O-])([OH:13])=[O:12]. The yield is 0.920. The catalyst is OS(O)(=O)=O. The product is [F:1][C:2]1[CH:10]=[CH:9][C:8]([N+:11]([O-:13])=[O:12])=[C:4]([CH:3]=1)[C:5]([OH:7])=[O:6]. (2) The catalyst is C(Cl)Cl.CCOC(C)=O. The reactants are [Cl:1][S:2]([C:5]1[CH:6]=[C:7]([CH:11]=[CH:12][CH:13]=1)[C:8](Cl)=[O:9])(=[O:4])=[O:3].[CH3:14][C:15]([NH2:23])([C:17]1[CH:22]=[CH:21][CH:20]=[CH:19][CH:18]=1)[CH3:16].N1C(C)=CC=CC=1C. The product is [CH3:14][C:15]([NH:23][C:8]([C:7]1[CH:6]=[C:5]([S:2]([Cl:1])(=[O:4])=[O:3])[CH:13]=[CH:12][CH:11]=1)=[O:9])([C:17]1[CH:22]=[CH:21][CH:20]=[CH:19][CH:18]=1)[CH3:16]. The yield is 0.980. (3) The reactants are [CH2:1]([N:8]1[CH2:13][C:12](=[O:14])[NH:11][C:10]2[CH:15]=[C:16]([CH2:19]O)[CH:17]=[N:18][C:9]1=2)[C:2]1[CH:7]=[CH:6][CH:5]=[CH:4][CH:3]=1.[I-].C(C[P+](C)(C)C)#N.C(N(C(C)C)C(C)C)C.Cl.[Cl:39][C:40]1[CH:45]=[CH:44][C:43]([CH:46]2[CH2:51][CH2:50][NH:49][CH2:48][CH2:47]2)=[CH:42][CH:41]=1. The catalyst is C(#N)CC. The product is [CH2:1]([N:8]1[CH2:13][C:12](=[O:14])[NH:11][C:10]2[CH:15]=[C:16]([CH2:19][N:49]3[CH2:50][CH2:51][CH:46]([C:43]4[CH:42]=[CH:41][C:40]([Cl:39])=[CH:45][CH:44]=4)[CH2:47][CH2:48]3)[CH:17]=[N:18][C:9]1=2)[C:2]1[CH:7]=[CH:6][CH:5]=[CH:4][CH:3]=1. The yield is 0.420. (4) The reactants are [Cl:1][C:2]1[CH:7]=[CH:6][C:5]([C:8]2[C:9]([N:14]3[CH2:19][CH2:18][NH:17][CH2:16][CH2:15]3)=[N:10][CH:11]=[CH:12][N:13]=2)=[CH:4][CH:3]=1.[CH3:20][C:21]1[C:25]([CH:26]=O)=[C:24]([CH3:28])[N:23]([C:29]2[CH:34]=[CH:33][CH:32]=[CH:31][CH:30]=2)[N:22]=1.C(O)(=O)C.C(O[BH-](OC(=O)C)OC(=O)C)(=O)C.[Na+].[Cl-].[NH4+]. The catalyst is ClCCCl. The product is [ClH:1].[Cl:1][C:2]1[CH:7]=[CH:6][C:5]([C:8]2[C:9]([N:14]3[CH2:15][CH2:16][N:17]([CH2:26][C:25]4[C:21]([CH3:20])=[N:22][N:23]([C:29]5[CH:34]=[CH:33][CH:32]=[CH:31][CH:30]=5)[C:24]=4[CH3:28])[CH2:18][CH2:19]3)=[N:10][CH:11]=[CH:12][N:13]=2)=[CH:4][CH:3]=1. The yield is 0.460.